Dataset: Catalyst prediction with 721,799 reactions and 888 catalyst types from USPTO. Task: Predict which catalyst facilitates the given reaction. (1) Reactant: [F:1][C:2]([F:13])([F:12])[C:3]1[N:7]2[CH:8]=[CH:9][N:10]=[CH:11][C:6]2=[CH:5][N:4]=1. Product: [F:13][C:2]([F:1])([F:12])[C:3]1[N:7]2[CH2:8][CH2:9][NH:10][CH2:11][C:6]2=[CH:5][N:4]=1. The catalyst class is: 29. (2) Reactant: Cl[C:2]1[N:7]=[C:6]([NH:8][CH3:9])[N:5]=[C:4]([N:10]2[C@H:15]([CH3:16])[CH2:14][CH2:13][C@H:12]([C:17]([NH:19][CH:20]3[CH2:25][CH2:24][CH2:23][CH2:22][CH2:21]3)=[O:18])[CH2:11]2)[CH:3]=1.[C:26]([C:28]1[CH:33]=[CH:32][C:31](B(O)O)=[CH:30][C:29]=1[F:37])#[N:27].C1(P(C2CCCCC2)C2CCCCC2)CCCCC1.[O-]P([O-])([O-])=O.[K+].[K+].[K+]. Product: [C:26]([C:28]1[CH:33]=[CH:32][C:31]([C:2]2[N:7]=[C:6]([NH:8][CH3:9])[N:5]=[C:4]([N:10]3[C@H:15]([CH3:16])[CH2:14][CH2:13][C@H:12]([C:17]([NH:19][CH:20]4[CH2:25][CH2:24][CH2:23][CH2:22][CH2:21]4)=[O:18])[CH2:11]3)[CH:3]=2)=[CH:30][C:29]=1[F:37])#[N:27]. The catalyst class is: 552. (3) Reactant: [F:1][C@H:2]1[C@@:7]([CH3:9])([OH:8])[CH2:6][CH2:5][N:4]([C:10]2[N:15]=[C:14]([NH:16][C:17]3[N:22]=[CH:21][C:20]4[N:23]=[C:24]([C@H:32]([O:34]C5CCCCO5)[CH3:33])[N:25]([C@@H:26]([CH3:31])[C:27]([F:30])([F:29])[F:28])[C:19]=4[CH:18]=3)[CH:13]=[CH:12][N:11]=2)[CH2:3]1.FC(F)(F)C(O)=O.C1(C)C=CC=CC=1. Product: [F:1][C@H:2]1[C@@:7]([CH3:9])([OH:8])[CH2:6][CH2:5][N:4]([C:10]2[N:15]=[C:14]([NH:16][C:17]3[N:22]=[CH:21][C:20]4[N:23]=[C:24]([C@H:32]([OH:34])[CH3:33])[N:25]([C@@H:26]([CH3:31])[C:27]([F:30])([F:29])[F:28])[C:19]=4[CH:18]=3)[CH:13]=[CH:12][N:11]=2)[CH2:3]1. The catalyst class is: 4. (4) Reactant: [Si]([O:8][CH:9]([CH3:38])[CH:10]([NH:17][C:18](=[O:37])[CH2:19][N:20]1[CH2:23][C:22]2([CH2:27][CH2:26][CH2:25][N:24]2[C:28]([C:30]2[N:34]([CH3:35])[N:33]=[CH:32][N:31]=2)=[O:29])[C:21]1=[O:36])[C:11]1[N:16]=[CH:15][CH:14]=[CH:13][N:12]=1)(C(C)(C)C)(C)C.CCCC[N+](CCCC)(CCCC)CCCC.[F-]. Product: [OH:8][CH:9]([CH3:38])[CH:10]([NH:17][C:18](=[O:37])[CH2:19][N:20]1[CH2:23][C:22]2([CH2:27][CH2:26][CH2:25][N:24]2[C:28]([C:30]2[N:34]([CH3:35])[N:33]=[CH:32][N:31]=2)=[O:29])[C:21]1=[O:36])[C:11]1[N:12]=[CH:13][CH:14]=[CH:15][N:16]=1. The catalyst class is: 1. (5) The catalyst class is: 390. Reactant: C(OC(=O)[NH:7][C:8]1[C:17]2[C:12](=[CH:13][CH:14]=[CH:15][CH:16]=2)[C:11]([O:18][C:19]2[CH:24]=[CH:23][N:22]=[C:21]([NH:25][CH2:26][C:27]3[CH:32]=[CH:31][CH:30]=[CH:29][N:28]=3)[CH:20]=2)=[CH:10][CH:9]=1)(C)(C)C.C(O)(C(F)(F)F)=O. Product: [NH2:7][C:8]1[C:17]2[C:12](=[CH:13][CH:14]=[CH:15][CH:16]=2)[C:11]([O:18][C:19]2[CH:24]=[CH:23][N:22]=[C:21]([NH:25][CH2:26][C:27]3[CH:32]=[CH:31][CH:30]=[CH:29][N:28]=3)[CH:20]=2)=[CH:10][CH:9]=1.